Dataset: Peptide-MHC class II binding affinity with 134,281 pairs from IEDB. Task: Regression. Given a peptide amino acid sequence and an MHC pseudo amino acid sequence, predict their binding affinity value. This is MHC class II binding data. (1) The peptide sequence is HRPASVIKVLVAMAS. The MHC is DRB1_1101 with pseudo-sequence DRB1_1101. The binding affinity (normalized) is 0.412. (2) The peptide sequence is AAATATATAAVGAAT. The MHC is DRB3_0202 with pseudo-sequence DRB3_0202. The binding affinity (normalized) is 0.157. (3) The peptide sequence is AHGIPKVPPGPNITA. The MHC is DRB1_0101 with pseudo-sequence DRB1_0101. The binding affinity (normalized) is 0.397. (4) The peptide sequence is ALFKAIEAYLLAHPD. The MHC is HLA-DQA10101-DQB10501 with pseudo-sequence HLA-DQA10101-DQB10501. The binding affinity (normalized) is 0.497. (5) The peptide sequence is LHIQLEHKRHSTKYH. The MHC is DRB1_0101 with pseudo-sequence DRB1_0101. The binding affinity (normalized) is 0.316.